From a dataset of Forward reaction prediction with 1.9M reactions from USPTO patents (1976-2016). Predict the product of the given reaction. (1) Given the reactants [OH:1][C@@H:2]([C@H:4]1[C:10](=[O:11])[N:9]2[C@@H:5]1[CH2:6][C:7]([C:15]1[CH:20]=[CH:19][C:18]([N:21]3[CH2:25][CH2:24][N:23]([CH3:26])[C:22]3=[O:27])=[CH:17][CH:16]=1)=[C:8]2[C:12]([O-:14])=[O:13])[CH3:3].[Na+].[C:29]([O:35][CH2:36]I)(=[O:34])[C:30]([CH3:33])([CH3:32])[CH3:31], predict the reaction product. The product is: [OH:1][C@@H:2]([C@H:4]1[C:10](=[O:11])[N:9]2[C@@H:5]1[CH2:6][C:7]([C:15]1[CH:20]=[CH:19][C:18]([N:21]3[CH2:25][CH2:24][N:23]([CH3:26])[C:22]3=[O:27])=[CH:17][CH:16]=1)=[C:8]2[C:12]([O:14][CH2:36][O:35][C:29](=[O:34])[C:30]([CH3:33])([CH3:32])[CH3:31])=[O:13])[CH3:3]. (2) Given the reactants [F:1][C:2]([F:19])([F:18])[C:3]([NH:5][CH2:6][C:7]1[C:8]([CH3:17])=[C:9]([C:13]([CH3:16])=[CH:14][CH:15]=1)[C:10]([NH2:12])=[O:11])=[O:4].C(Cl)(=O)[C:21](Cl)=[O:22], predict the reaction product. The product is: [F:1][C:2]([F:18])([F:19])[C:3]([NH:5][CH2:6][C:7]1[C:8]([CH3:17])=[C:9]([C:13]([CH3:16])=[CH:14][CH:15]=1)[C:10]([N:12]=[C:21]=[O:22])=[O:11])=[O:4]. (3) The product is: [Cl:8][C:4]1[N:3]=[C:2]([NH:16][CH2:15][C:14]2[CH:17]=[CH:18][C:11]([O:10][CH3:9])=[CH:12][CH:13]=2)[CH:7]=[N:6][CH:5]=1. Given the reactants Cl[C:2]1[CH:7]=[N:6][CH:5]=[C:4]([Cl:8])[N:3]=1.[CH3:9][O:10][C:11]1[CH:18]=[CH:17][C:14]([CH2:15][NH2:16])=[CH:13][CH:12]=1, predict the reaction product.